Predict which catalyst facilitates the given reaction. From a dataset of Catalyst prediction with 721,799 reactions and 888 catalyst types from USPTO. (1) Reactant: [CH2:1]([N:8]1[CH2:12][C@@H:11]([N+:13]([O-])=O)[C@H:10]([C:16]2[CH:21]=[CH:20][C:19]([O:22][CH3:23])=[CH:18][CH:17]=2)[CH2:9]1)[C:2]1[CH:7]=[CH:6][CH:5]=[CH:4][CH:3]=1.[H][H]. Product: [CH2:1]([N:8]1[CH2:9][C@@H:10]([C:16]2[CH:17]=[CH:18][C:19]([O:22][CH3:23])=[CH:20][CH:21]=2)[C@H:11]([NH2:13])[CH2:12]1)[C:2]1[CH:3]=[CH:4][CH:5]=[CH:6][CH:7]=1. The catalyst class is: 7. (2) Reactant: [O:1]1[CH2:6][CH2:5][CH:4]([N:7]2[CH2:12][CH2:11][N:10](C(OC(C)(C)C)=O)[CH2:9][CH2:8]2)[CH2:3][CH2:2]1.[ClH:20]. Product: [ClH:20].[ClH:20].[O:1]1[CH2:6][CH2:5][CH:4]([N:7]2[CH2:12][CH2:11][NH:10][CH2:9][CH2:8]2)[CH2:3][CH2:2]1. The catalyst class is: 28. (3) Reactant: [Br:1][C:2]1[C:6]2[CH2:7][N:8]([C:11](OC(C)(C)C)=[O:12])[CH2:9][CH2:10][C:5]=2[N:4]([CH2:18][C:19]([F:22])([F:21])[F:20])[N:3]=1.[C:23](O)(C(F)(F)F)=O.CC(OC(C)=O)=O. Product: [Br:1][C:2]1[C:6]2[CH2:7][N:8]([C:11](=[O:12])[CH3:23])[CH2:9][CH2:10][C:5]=2[N:4]([CH2:18][C:19]([F:22])([F:21])[F:20])[N:3]=1. The catalyst class is: 91. (4) Reactant: Cl[C:2]1[O:3][C:4]([CH2:14][CH2:15][C:16]([O:18][CH3:19])=[O:17])=[C:5]([C:7]2[CH:12]=[CH:11][C:10]([Cl:13])=[CH:9][CH:8]=2)[N:6]=1.[NH:20]1[CH:24]=[CH:23][N:22]=[CH:21]1.CN(C)C=O.[H-].[Na+]. Product: [Cl:13][C:10]1[CH:11]=[CH:12][C:7]([C:5]2[N:6]=[C:2]([N:20]3[CH:24]=[CH:23][N:22]=[CH:21]3)[O:3][C:4]=2[CH2:14][CH2:15][C:16]([O:18][CH3:19])=[O:17])=[CH:8][CH:9]=1. The catalyst class is: 6.